From a dataset of Full USPTO retrosynthesis dataset with 1.9M reactions from patents (1976-2016). Predict the reactants needed to synthesize the given product. (1) Given the product [Cl:1][C:2]1[C:10]([CH2:43][CH3:44])=[CH:9][C:8]([C:19]2[N:20]([C:35]([O:37][C:38]([CH3:41])([CH3:39])[CH3:40])=[O:36])[C:21]3[C:26]([CH:27]=2)=[CH:25][C:24]([CH2:28][N:29]2[CH2:30][CH2:31][CH2:32][CH2:33][CH2:34]2)=[CH:23][CH:22]=3)=[C:7]2[C:3]=1[CH2:4][NH:5][C:6]2=[O:42], predict the reactants needed to synthesize it. The reactants are: [Cl:1][C:2]1[C:10](OS(C(F)(F)F)(=O)=O)=[CH:9][C:8]([C:19]2[N:20]([C:35]([O:37][C:38]([CH3:41])([CH3:40])[CH3:39])=[O:36])[C:21]3[C:26]([CH:27]=2)=[CH:25][C:24]([CH2:28][N:29]2[CH2:34][CH2:33][CH2:32][CH2:31][CH2:30]2)=[CH:23][CH:22]=3)=[C:7]2[C:3]=1[CH2:4][NH:5][C:6]2=[O:42].[CH2:43]([Zn]CC)[CH3:44].C1(C)C=CC=CC=1.O. (2) Given the product [Cl:1][C:2]1[N:3]=[C:4]([N:11]2[CH2:16][CH2:15][O:14][CH2:13][CH2:12]2)[C:5]2[S:10][C:9]([CH:22]([OH:24])[CH3:23])=[CH:8][C:6]=2[N:7]=1, predict the reactants needed to synthesize it. The reactants are: [Cl:1][C:2]1[N:3]=[C:4]([N:11]2[CH2:16][CH2:15][O:14][CH2:13][CH2:12]2)[C:5]2[S:10][CH:9]=[CH:8][C:6]=2[N:7]=1.C([Li])CCC.[CH:22](=[O:24])[CH3:23]. (3) Given the product [Br:1][C:2]1[CH:7]=[N:6][C:5]([O:8][C:22]2[CH:23]=[CH:24][CH:25]=[CH:26][C:21]=2[C:18](=[O:20])[CH3:19])=[N:4][CH:3]=1, predict the reactants needed to synthesize it. The reactants are: [Br:1][C:2]1[CH:3]=[N:4][C:5]([O:8]N2C3=NC=CC=C3N=N2)=[N:6][CH:7]=1.[C:18]([C:21]1[CH:26]=[CH:25][CH:24]=[CH:23][C:22]=1B(O)O)(=[O:20])[CH3:19].C([O-])([O-])=O.[Cs+].[Cs+]. (4) Given the product [NH:16]1[CH:20]=[CH:19][N:18]=[C:17]1[CH2:21][N:22]([CH2:29][C:30]1[CH:38]=[CH:37][C:33]([C:34]([NH:12][C:11]2[CH:13]=[CH:14][CH:15]=[C:9]([CH2:8][N:4]([CH2:5][CH2:6][CH3:7])[CH2:1][CH2:2][CH3:3])[CH:10]=2)=[O:35])=[CH:32][CH:31]=1)[CH2:23][C:24]1[NH:28][CH:27]=[CH:26][N:25]=1, predict the reactants needed to synthesize it. The reactants are: [CH2:1]([N:4]([CH2:8][C:9]1[CH:10]=[C:11]([CH:13]=[CH:14][CH:15]=1)[NH2:12])[CH2:5][CH2:6][CH3:7])[CH2:2][CH3:3].[NH:16]1[CH:20]=[CH:19][N:18]=[C:17]1[CH2:21][N:22]([CH2:29][C:30]1[CH:38]=[CH:37][C:33]([C:34](O)=[O:35])=[CH:32][CH:31]=1)[CH2:23][C:24]1[NH:25][CH:26]=[CH:27][N:28]=1.C1C=CC2N(O)N=NC=2C=1.N=C=N.